The task is: Regression/Classification. Given a drug SMILES string, predict its absorption, distribution, metabolism, or excretion properties. Task type varies by dataset: regression for continuous measurements (e.g., permeability, clearance, half-life) or binary classification for categorical outcomes (e.g., BBB penetration, CYP inhibition). Dataset: cyp2c19_veith.. This data is from CYP2C19 inhibition data for predicting drug metabolism from PubChem BioAssay. (1) The molecule is COc1ccccc1CNc1ncnc2ccc(-c3cccc(C#N)c3)cc12. The result is 1 (inhibitor). (2) The compound is CCCCS(=O)(=O)NC1=NCN(Cc2ccco2)CN1. The result is 0 (non-inhibitor). (3) The drug is COC(=O)[C@@]1(Cc2ccc(F)cc2)[C@H]2c3cc(C(=O)N(C)C)n(Cc4cc(F)c(F)c(F)c4)c3C[C@H]2CN1C(=O)c1ccccc1. The result is 0 (non-inhibitor). (4) The compound is C=CCNC(=S)NNC(=O)c1ccc2c(c1)OCO2. The result is 0 (non-inhibitor).